This data is from Reaction yield outcomes from USPTO patents with 853,638 reactions. The task is: Predict the reaction yield, written as a fraction of the theoretical maximum amount of product (1.0 means a 100% yield; for example, 0.34 means a 34% yield). (1) The reactants are FC1C=C(F)C=CC=1C[N:5]1[C:9]2=[CH:10][N:11]=[C:12](C(OCC)=O)[CH:13]=[C:8]2[CH:7]=[CH:6]1.N1C2=CN=C(C(OCC)=[O:34])C=C2C=C1.[H-].[Na+].[F:40][C:41]1[CH:48]=[C:47]([F:49])[CH:46]=[CH:45][C:42]=1[CH2:43]Br.C[N:51]([CH:53]=[O:54])C. No catalyst specified. The product is [F:40][C:41]1[CH:48]=[C:47]([F:49])[CH:46]=[CH:45][C:42]=1[CH2:43][N:5]1[C:9]2=[CH:10][N:11]=[C:12]([C:53]([NH:51][OH:34])=[O:54])[CH:13]=[C:8]2[CH:7]=[CH:6]1. The yield is 0.480. (2) The reactants are [NH2:1][C:2]1[CH:7]=[C:6]([CH2:8][NH:9][C:10]2[CH:28]=[CH:27][CH:26]=[CH:25][C:11]=2[C:12]([NH:14][C:15]2[CH:20]=[CH:19][CH:18]=[C:17]([C:21]([F:24])([F:23])[F:22])[CH:16]=2)=[O:13])[CH:5]=[CH:4][N:3]=1.[CH3:29][S:30](Cl)(=[O:32])=[O:31].C(N(CC)CC)C. The catalyst is ClCCl. The product is [CH3:29][S:30]([N:1]([S:30]([CH3:29])(=[O:32])=[O:31])[C:2]1[CH:7]=[C:6]([CH2:8][NH:9][C:10]2[CH:28]=[CH:27][CH:26]=[CH:25][C:11]=2[C:12]([NH:14][C:15]2[CH:20]=[CH:19][CH:18]=[C:17]([C:21]([F:22])([F:24])[F:23])[CH:16]=2)=[O:13])[CH:5]=[CH:4][N:3]=1)(=[O:32])=[O:31]. The yield is 0.300. (3) The reactants are [CH2:1]([N:8]1[CH:12]=[C:11](B2OC(C)(C)C(C)(C)O2)[CH:10]=[N:9]1)[C:2]1[CH:7]=[CH:6][CH:5]=[CH:4][CH:3]=1.[OH-:22].[Na+].OO.O.Cl. The catalyst is C1COCC1. The product is [CH2:1]([N:8]1[CH:12]=[C:11]([OH:22])[CH:10]=[N:9]1)[C:2]1[CH:7]=[CH:6][CH:5]=[CH:4][CH:3]=1. The yield is 1.00. (4) The reactants are O[CH:2]=[C:3]1[C:11]2[C:6](=[CH:7][C:8]([C:12]([C:14]3[CH:15]=[C:16]([NH:20][C:21]([C:23]4[N:24]([C:29]([CH3:32])([CH3:31])[CH3:30])[N:25]=[C:26]([CH3:28])[CH:27]=4)=[O:22])[CH:17]=[CH:18][CH:19]=3)=[O:13])=[CH:9][CH:10]=2)[NH:5][C:4]1=[O:33].[NH2:34][C:35]1[CH:36]=[CH:37][C:38](OC)=[C:39]([OH:41])[CH:40]=1.[CH2:44]1COCC1. No catalyst specified. The product is [OH:41][C:39]1[CH:40]=[C:35]([NH:34][CH:2]=[C:3]2[C:11]3[C:6](=[CH:7][C:8]([C:12]([C:14]4[CH:15]=[C:16]([NH:20][C:21]([C:23]5[N:24]([C:29]([CH3:32])([CH3:31])[CH3:30])[N:25]=[C:26]([CH3:28])[CH:27]=5)=[O:22])[CH:17]=[CH:18][CH:19]=4)=[O:13])=[CH:9][CH:10]=3)[NH:5][C:4]2=[O:33])[CH:36]=[CH:37][C:38]=1[CH3:44]. The yield is 0.710.